This data is from Peptide-MHC class II binding affinity with 134,281 pairs from IEDB. The task is: Regression. Given a peptide amino acid sequence and an MHC pseudo amino acid sequence, predict their binding affinity value. This is MHC class II binding data. (1) The peptide sequence is SAMVYSSDDIPPR. The MHC is HLA-DQA10101-DQB10501 with pseudo-sequence HLA-DQA10101-DQB10501. The binding affinity (normalized) is 0.0121. (2) The peptide sequence is APQLPDDLMIRVIAQ. The MHC is DRB1_0701 with pseudo-sequence DRB1_0701. The binding affinity (normalized) is 0.225. (3) The MHC is DRB5_0101 with pseudo-sequence DRB5_0101. The peptide sequence is CGHGNKSSGPNELGRFKH. The binding affinity (normalized) is 0. (4) The peptide sequence is KRSVTMLLMLLPTAL. The MHC is DRB1_0101 with pseudo-sequence DRB1_0101. The binding affinity (normalized) is 0.350. (5) The peptide sequence is GPDNPGEPLVLKEGI. The MHC is DRB5_0101 with pseudo-sequence DRB5_0101. The binding affinity (normalized) is 0.0703.